The task is: Predict the reactants needed to synthesize the given product.. This data is from Full USPTO retrosynthesis dataset with 1.9M reactions from patents (1976-2016). (1) The reactants are: [CH3:1][CH:2]([SH:4])[CH3:3].[Br:5][C:6]1[CH:11]=[CH:10][C:9](F)=[C:8]([N+:13]([O-:15])=[O:14])[CH:7]=1.O. Given the product [Br:5][C:6]1[CH:11]=[CH:10][C:9]([S:4][CH:2]([CH3:3])[CH3:1])=[C:8]([N+:13]([O-:15])=[O:14])[CH:7]=1, predict the reactants needed to synthesize it. (2) Given the product [Cl:12][C:13]1[N:18]=[C:17]([N:3]2[CH2:4][CH2:5][O:6][CH2:7][C:2]2([CH3:1])[C:8]([O:10][CH3:11])=[O:9])[C:16]([N+:20]([O-:22])=[O:21])=[CH:15][N:14]=1, predict the reactants needed to synthesize it. The reactants are: [CH3:1][C:2]1([C:8]([O:10][CH3:11])=[O:9])[CH2:7][O:6][CH2:5][CH2:4][NH:3]1.[Cl:12][C:13]1[N:18]=[C:17](Cl)[C:16]([N+:20]([O-:22])=[O:21])=[CH:15][N:14]=1.C(N(C(C)C)CC)(C)C. (3) Given the product [CH2:1]([O:3][C:4](=[O:14])[C:5]1[CH:6]=[CH:7][C:8]([CH2:11][N:20]2[CH2:21][CH2:22][N:17]([CH2:15][CH3:16])[CH2:18][CH2:19]2)=[CH:9][CH:10]=1)[CH3:2], predict the reactants needed to synthesize it. The reactants are: [CH2:1]([O:3][C:4](=[O:14])[C:5]1[CH:10]=[CH:9][C:8]([CH2:11]CBr)=[CH:7][CH:6]=1)[CH3:2].[CH2:15]([N:17]1[CH2:22][CH2:21][NH:20][CH2:19][CH2:18]1)[CH3:16].